This data is from Full USPTO retrosynthesis dataset with 1.9M reactions from patents (1976-2016). The task is: Predict the reactants needed to synthesize the given product. (1) Given the product [C:6]([C:5]1[CH:9]=[CH:10][C:2]([N:23]2[CH2:28][CH2:27][CH2:26][C@@H:25]([NH:29][C:30](=[O:36])[O:31][C:32]([CH3:34])([CH3:33])[CH3:35])[CH2:24]2)=[N:3][C:4]=1[NH:11][C:12]1[CH:17]=[CH:16][C:15]([N:18]([CH2:21][CH3:22])[CH2:19][CH3:20])=[CH:14][CH:13]=1)(=[O:7])[NH2:8], predict the reactants needed to synthesize it. The reactants are: Cl[C:2]1[CH:10]=[CH:9][C:5]([C:6]([NH2:8])=[O:7])=[C:4]([NH:11][C:12]2[CH:17]=[CH:16][C:15]([N:18]([CH2:21][CH3:22])[CH2:19][CH3:20])=[CH:14][CH:13]=2)[N:3]=1.[NH:23]1[CH2:28][CH2:27][CH2:26][C@@H:25]([NH:29][C:30](=[O:36])[O:31][C:32]([CH3:35])([CH3:34])[CH3:33])[CH2:24]1.CCN(C(C)C)C(C)C. (2) Given the product [F:25][C:26]([F:37])([F:36])[C:27]([NH:2][C@H:3]1[CH2:8][CH2:7][C@H:6]([C:9]([O:11][CH2:12][C:13]2[CH:14]=[CH:15][CH:16]=[CH:17][CH:18]=2)=[O:10])[CH2:5][CH2:4]1)=[O:28], predict the reactants needed to synthesize it. The reactants are: Cl.[NH2:2][C@H:3]1[CH2:8][CH2:7][C@H:6]([C:9]([O:11][CH2:12][C:13]2[CH:18]=[CH:17][CH:16]=[CH:15][CH:14]=2)=[O:10])[CH2:5][CH2:4]1.N1C=CC=CC=1.[F:25][C:26]([F:37])([F:36])[C:27](O[C:27](=[O:28])[C:26]([F:37])([F:36])[F:25])=[O:28]. (3) Given the product [F:18][C:19]1[CH:24]=[CH:23][C:22]([C:2]2[CH:3]=[C:4]([CH:9]=[CH:10][N:11]=2)[C:5]([O:7][CH3:8])=[O:6])=[CH:21][CH:20]=1, predict the reactants needed to synthesize it. The reactants are: Cl[C:2]1[CH:3]=[C:4]([CH:9]=[CH:10][N:11]=1)[C:5]([O:7][CH3:8])=[O:6].C(=O)([O-])[O-].[Cs+].[Cs+].[F:18][C:19]1[CH:24]=[CH:23][C:22](B(O)O)=[CH:21][CH:20]=1. (4) Given the product [CH3:13][S:14]([N:20]1[C:23]2[CH:24]=[CH:34][CH:33]=[CH:32][C:31]=2[CH:30]2[CH2:27][N:26]1[CH2:28][N:29]2[O:12][CH2:5][CH:6]=[CH2:7])(=[O:16])=[O:15], predict the reactants needed to synthesize it. The reactants are: Cl.N1C2[C:6](=[CH:7]C=CC=2)[C:5]([OH:12])=CN=1.[CH3:13][S:14](Cl)(=[O:16])=[O:15].C([N:20]([CH2:23][CH3:24])CC)C.C[N:26]([C:28]1[CH:33]=[CH:32][CH:31]=[CH:30][N:29]=1)[CH3:27].[CH2:34](Cl)Cl. (5) Given the product [OH:1][CH:2]([CH2:4][N:5]1[CH:9]=[C:8]([C:10]2[CH:15]=[N:14][CH:13]=[CH:12][N:11]=2)[C:7]([C:16]2[CH:21]=[CH:20][C:19]([C:22]([F:24])([F:25])[F:23])=[CH:18][CH:17]=2)=[N:6]1)[CH2:3][N:26]1[CH2:27][CH2:28][CH:29]([N:32]2[C:37]3[CH:38]=[CH:39][CH:40]=[CH:41][C:36]=3[O:35][CH2:34][C:33]2=[O:42])[CH2:30][CH2:31]1, predict the reactants needed to synthesize it. The reactants are: [O:1]1[CH2:3][CH:2]1[CH2:4][N:5]1[CH:9]=[C:8]([C:10]2[CH:15]=[N:14][CH:13]=[CH:12][N:11]=2)[C:7]([C:16]2[CH:21]=[CH:20][C:19]([C:22]([F:25])([F:24])[F:23])=[CH:18][CH:17]=2)=[N:6]1.[NH:26]1[CH2:31][CH2:30][CH:29]([N:32]2[C:37]3[CH:38]=[CH:39][CH:40]=[CH:41][C:36]=3[O:35][CH2:34][C:33]2=[O:42])[CH2:28][CH2:27]1.C(N(CC)CC)C. (6) Given the product [CH3:1][S:2][C:3]1[CH:4]=[CH:5][C:6]([O:9][C:10]2[CH:15]=[CH:14][C:13]([O:16][C:17]([N:19]3[CH2:24][CH2:23][CH:22]([S:26][C:27]4[NH:28][CH:29]=[CH:30][N:31]=4)[CH2:21][CH2:20]3)=[O:18])=[CH:12][CH:11]=2)=[N:7][CH:8]=1, predict the reactants needed to synthesize it. The reactants are: [CH3:1][S:2][C:3]1[CH:4]=[CH:5][C:6]([O:9][C:10]2[CH:15]=[CH:14][C:13]([O:16][C:17]([N:19]3[CH2:24][CH2:23][CH:22](O)[CH2:21][CH2:20]3)=[O:18])=[CH:12][CH:11]=2)=[N:7][CH:8]=1.[SH:26][C:27]1[NH:28][CH:29]=[CH:30][N:31]=1.